Dataset: Reaction yield outcomes from USPTO patents with 853,638 reactions. Task: Predict the reaction yield, written as a fraction of the theoretical maximum amount of product (1.0 means a 100% yield; for example, 0.34 means a 34% yield). (1) The yield is 0.880. The reactants are [Cl:1][C:2]1[CH:22]=[CH:21][CH:20]=[CH:19][C:3]=1[CH:4]([O:12][CH:13]1[CH2:18][CH2:17][NH:16][CH2:15][CH2:14]1)[C:5]1[CH:10]=[CH:9][C:8]([Cl:11])=[CH:7][CH:6]=1.[C:23]12([N:33]=[C:34]=[O:35])[CH2:32][CH:27]3[CH2:28][CH:29]([CH2:31][CH:25]([CH2:26]3)[CH2:24]1)[CH2:30]2.C(N(CC)CC)C.C(O)C(N)(CO)CO. The product is [Cl:1][C:2]1[CH:22]=[CH:21][CH:20]=[CH:19][C:3]=1[CH:4]([O:12][CH:13]1[CH2:18][CH2:17][N:16]([C:34]([NH:33][C:23]23[CH2:32][CH:27]4[CH2:26][CH:25]([CH2:31][CH:29]([CH2:28]4)[CH2:30]2)[CH2:24]3)=[O:35])[CH2:15][CH2:14]1)[C:5]1[CH:6]=[CH:7][C:8]([Cl:11])=[CH:9][CH:10]=1. The catalyst is ClCCl. (2) The reactants are [CH3:1][C:2]1([CH3:31])[O:6][C@H:5]([CH2:7][O:8][C:9]2[CH:14]=[CH:13][C:12]([C:15]([C:20]3[CH:25]=[CH:24][C:23]([CH2:26][CH2:27][OH:28])=[C:22]([CH3:29])[CH:21]=3)([CH2:18][CH3:19])[CH2:16][CH3:17])=[CH:11][C:10]=2[CH3:30])[CH2:4][O:3]1.CC1(C)N([O])C(C)(C)CCC1.C([O-])(O)=[O:44].[Na+]. The catalyst is CC#N.O.[O-]Cl.[Na+]. The product is [CH3:31][C:2]1([CH3:1])[O:6][C@H:5]([CH2:7][O:8][C:9]2[CH:14]=[CH:13][C:12]([C:15]([C:20]3[CH:25]=[CH:24][C:23]([CH2:26][C:27]([OH:44])=[O:28])=[C:22]([CH3:29])[CH:21]=3)([CH2:18][CH3:19])[CH2:16][CH3:17])=[CH:11][C:10]=2[CH3:30])[CH2:4][O:3]1. The yield is 0.950. (3) The reactants are C1C=CC(P(C2C=CC=CC=2)C2C=CC=CC=2)=CC=1.[OH:20][C:21]1[CH:28]=[CH:27][C:24]([C:25]#[N:26])=[CH:23][N:22]=1.C1C=CC(COC(/N=N/C(OCC2C=CC=CC=2)=O)=O)=CC=1.[CH2:51]([N:58]1[CH2:62][CH:61]([C:63]2[CH:68]=[CH:67][C:66]([Cl:69])=[C:65]([Cl:70])[CH:64]=2)[CH:60]([CH:71](O)[CH3:72])[CH2:59]1)[C:52]1[CH:57]=[CH:56][CH:55]=[CH:54][CH:53]=1. The catalyst is C1COCC1. The product is [CH2:51]([N:58]1[CH2:62][CH:61]([C:63]2[CH:68]=[CH:67][C:66]([Cl:69])=[C:65]([Cl:70])[CH:64]=2)[CH:60]([CH:71]([O:20][C:21]2[CH:28]=[CH:27][C:24]([C:25]#[N:26])=[CH:23][N:22]=2)[CH3:72])[CH2:59]1)[C:52]1[CH:53]=[CH:54][CH:55]=[CH:56][CH:57]=1. The yield is 0.660. (4) The reactants are [ClH:1].Br[C:3]1[CH:11]=[CH:10][CH:9]=[C:8]2[C:4]=1[CH2:5][N:6]([CH2:15][C:16]1[C:21]([CH3:22])=[CH:20][C:19]([CH3:23])=[CH:18][C:17]=1[CH3:24])[CH:7]2[C:12]([OH:14])=[O:13].[C:25](B1OC(C)(C)C(C)(C)O1)([CH3:27])=[CH2:26].C(=O)([O-])[O-].[Cs+].[Cs+]. The catalyst is O1CCOCC1.O.C1C=CC(P(C2C=CC=CC=2)[C-]2C=CC=C2)=CC=1.C1C=CC(P(C2C=CC=CC=2)[C-]2C=CC=C2)=CC=1.Cl[Pd]Cl.[Fe+2]. The product is [ClH:1].[C:25]([C:3]1[CH:11]=[CH:10][CH:9]=[C:8]2[C:4]=1[CH2:5][N:6]([CH2:15][C:16]1[C:21]([CH3:22])=[CH:20][C:19]([CH3:23])=[CH:18][C:17]=1[CH3:24])[CH:7]2[C:12]([OH:14])=[O:13])([CH3:27])=[CH2:26]. The yield is 0.480. (5) The reactants are [Br:1][C:2]1[CH:3]=[C:4]([C:15]([O:17]C)=[O:16])[C:5]2[C:6]([F:14])=[CH:7][N:8]([CH:11]([CH3:13])[CH3:12])[C:9]=2[CH:10]=1.[OH-].[Li+].O.[Al]. The catalyst is O1CCCC1.CO. The product is [Br:1][C:2]1[CH:3]=[C:4]([C:15]([OH:17])=[O:16])[C:5]2[C:6]([F:14])=[CH:7][N:8]([CH:11]([CH3:12])[CH3:13])[C:9]=2[CH:10]=1. The yield is 0.760.